Task: Predict which catalyst facilitates the given reaction.. Dataset: Catalyst prediction with 721,799 reactions and 888 catalyst types from USPTO (1) Product: [CH:45]1([S:42]([NH:41][C:39]([C@@:12]23[CH2:38][C@H:11]2[CH:10]=[CH:9][CH2:8][CH2:7][CH2:6][CH2:5][CH2:4][C@H:3]([NH:2][C:54]([C:49]2[CH:50]=[N:51][CH:52]=[CH:53][N:48]=2)=[O:55])[C:17](=[O:18])[N:16]2[CH2:19][C@H:20]([O:22][C:23]4[N:24]=[C:25]5[C:30](=[C:31]6[C:36]=4[CH:35]=[CH:34][CH:33]=[CH:32]6)[CH:29]=[CH:28][CH:27]=[CH:26]5)[CH2:21][C@H:15]2[C:14](=[O:37])[NH:13]3)=[O:40])(=[O:43])=[O:44])[CH2:46][CH2:47]1. The catalyst class is: 9. Reactant: Cl.[NH2:2][C@@H:3]1[C:17](=[O:18])[N:16]2[CH2:19][C@H:20]([O:22][C:23]3[N:24]=[C:25]4[C:30](=[C:31]5[C:36]=3[CH:35]=[CH:34][CH:33]=[CH:32]5)[CH:29]=[CH:28][CH:27]=[CH:26]4)[CH2:21][C@H:15]2[C:14](=[O:37])[NH:13][C@:12]2([C:39]([NH:41][S:42]([CH:45]3[CH2:47][CH2:46]3)(=[O:44])=[O:43])=[O:40])[CH2:38][C@H:11]2[CH:10]=[CH:9][CH2:8][CH2:7][CH2:6][CH2:5][CH2:4]1.[N:48]1[CH:53]=[CH:52][N:51]=[CH:50][C:49]=1[C:54](O)=[O:55].CN(C(ON1N=NC2C=CC=NC1=2)=[N+](C)C)C.F[P-](F)(F)(F)(F)F.C(N(C(C)C)CC)(C)C. (2) Reactant: C[O:2][C:3]1[C:4]([CH3:38])=[C:5]([C:29]([O:36]C)=[C:30]([O:34][CH3:35])[C:31]=1[O:32][CH3:33])[CH2:6][C:7]1[CH:8]=[CH:9][C:10]([O:21][CH2:22][C:23]2[CH:24]=[N:25][CH:26]=[CH:27][CH:28]=2)=[C:11]([CH:20]=1)[C:12]([N:14]1[CH2:19][CH2:18][CH2:17][CH2:16][CH2:15]1)=[O:13].O=[N+]([O-])[O-].[O-][N+](=O)[O-].[O-][N+](=O)[O-].[O-][N+](=O)[O-].[O-][N+](=O)[O-].[O-][N+](=O)[O-].[Ce+4].[NH4+].[NH4+]. Product: [CH3:33][O:32][C:31]1[C:3](=[O:2])[C:4]([CH3:38])=[C:5]([CH2:6][C:7]2[CH:8]=[CH:9][C:10]([O:21][CH2:22][C:23]3[CH:24]=[N:25][CH:26]=[CH:27][CH:28]=3)=[C:11]([CH:20]=2)[C:12]([N:14]2[CH2:19][CH2:18][CH2:17][CH2:16][CH2:15]2)=[O:13])[C:29](=[O:36])[C:30]=1[O:34][CH3:35]. The catalyst class is: 47. (3) Reactant: [CH3:1][C:2]1[CH:3]=[C:4]2[C:8](=[CH:9][C:10]=1[N+:11]([O-:13])=[O:12])[NH:7][CH2:6][CH2:5]2. The catalyst class is: 12. Product: [CH3:1][C:2]1[CH:3]=[C:4]2[C:8](=[CH:9][C:10]=1[N+:11]([O-:13])=[O:12])[NH:7][CH:6]=[CH:5]2. (4) Reactant: [C:1]([CH:4]([CH2:16][CH2:17][C:18]1[CH:23]=[CH:22][C:21]([C:24]#[N:25])=[CH:20][CH:19]=1)[CH2:5][C:6]1[CH:15]=[CH:14][C:9]([C:10]([O:12][CH3:13])=[O:11])=[CH:8][CH:7]=1)(O)=[O:2].C(=O)(O)[O-].[Na+]. Product: [C:24]([C:21]1[CH:20]=[CH:19][C:18]([CH2:17][CH2:16][CH:4]([CH2:1][OH:2])[CH2:5][C:6]2[CH:7]=[CH:8][C:9]([C:10]([O:12][CH3:13])=[O:11])=[CH:14][CH:15]=2)=[CH:23][CH:22]=1)#[N:25]. The catalyst class is: 1. (5) Reactant: [CH3:1][O:2][C:3]1[CH:7]=[N:6][N:5]([C:8]2[CH:13]=[CH:12][C:11]([C:14]3[CH:19]=[CH:18][N:17]([CH2:20][CH2:21][C@@:22]([CH3:37])([S:33]([CH3:36])(=[O:35])=[O:34])[C:23]([NH:25][O:26]C4CCCCO4)=[O:24])[C:16](=[O:38])[CH:15]=3)=[CH:10][CH:9]=2)[N:4]=1.ClCCl.O.Cl. Product: [OH:26][NH:25][C:23](=[O:24])[C@:22]([CH3:37])([S:33]([CH3:36])(=[O:35])=[O:34])[CH2:21][CH2:20][N:17]1[CH:18]=[CH:19][C:14]([C:11]2[CH:12]=[CH:13][C:8]([N:5]3[N:4]=[C:3]([O:2][CH3:1])[CH:7]=[N:6]3)=[CH:9][CH:10]=2)=[CH:15][C:16]1=[O:38]. The catalyst class is: 12. (6) Reactant: [CH3:1][S:2]([O:5][CH2:6][CH2:7][N:8]([CH2:32][CH2:33][O:34][S:35]([CH3:38])(=[O:37])=[O:36])[C:9]1[C:14]([N+:15]([O-:17])=[O:16])=[CH:13][C:12]([N+:18]([O-:20])=[O:19])=[CH:11][C:10]=1[C:21]([NH:23][CH2:24][CH:25]1[CH2:29][O:28]C(C)(C)[O:26]1)=[O:22])(=[O:4])=[O:3].C1(C)C=CC(S(O)(=O)=O)=CC=1. Product: [CH3:38][S:35]([O:34][CH2:33][CH2:32][N:8]([CH2:7][CH2:6][O:5][S:2]([CH3:1])(=[O:4])=[O:3])[C:9]1[C:14]([N+:15]([O-:17])=[O:16])=[CH:13][C:12]([N+:18]([O-:20])=[O:19])=[CH:11][C:10]=1[C:21]([NH:23][CH2:24][CH:25]([OH:26])[CH2:29][OH:28])=[O:22])(=[O:36])=[O:37]. The catalyst class is: 5.